This data is from Full USPTO retrosynthesis dataset with 1.9M reactions from patents (1976-2016). The task is: Predict the reactants needed to synthesize the given product. (1) The reactants are: [Br:1][C:2]1[CH:11]=[C:10]2[C:5]([N:6]=[CH:7][C:8](Cl)=[N:9]2)=[CH:4][CH:3]=1.[N:13]1([CH2:19][CH2:20]NC(=O)OC(C)(C)C)[CH2:18][CH2:17]NCC1.O.[CH3:30][N:31]([CH3:34])[CH:32]=O. Given the product [Br:1][C:2]1[CH:11]=[C:10]2[C:5]([N:6]=[CH:7][C:8]([N:13]3[CH2:18][CH2:17][CH:30]([N:31]([CH3:34])[CH3:32])[CH2:20][CH2:19]3)=[N:9]2)=[CH:4][CH:3]=1, predict the reactants needed to synthesize it. (2) The reactants are: [H-].[Na+].[I:3][C:4]1[NH:8][N:7]=[CH:6][C:5]=1[C:9]([O:11][CH2:12][CH3:13])=[O:10].[CH3:14][Si:15]([CH3:22])([CH3:21])[CH2:16][CH2:17][O:18][CH2:19]Cl.O. Given the product [I:3][C:4]1[C:5]([C:9]([O:11][CH2:12][CH3:13])=[O:10])=[CH:6][N:7]([CH2:19][O:18][CH2:17][CH2:16][Si:15]([CH3:22])([CH3:21])[CH3:14])[N:8]=1, predict the reactants needed to synthesize it. (3) The reactants are: [CH3:1][C:2]1[CH:7]=[C:6]([NH:8][C:9]2[CH:14]=[C:13]([C:15]([F:18])([F:17])[F:16])[CH:12]=[CH:11][N:10]=2)[N:5]=[C:4]([N:19]2[CH:23]=[C:22]([C:24]3([OH:30])[CH2:29][CH2:28][NH:27][CH2:26][CH2:25]3)[N:21]=[CH:20]2)[CH:3]=1.[O-:31][C:32]#[N:33].[K+].Cl. Given the product [OH:30][C:24]1([C:22]2[N:21]=[CH:20][N:19]([C:4]3[CH:3]=[C:2]([CH3:1])[CH:7]=[C:6]([NH:8][C:9]4[CH:14]=[C:13]([C:15]([F:18])([F:16])[F:17])[CH:12]=[CH:11][N:10]=4)[N:5]=3)[CH:23]=2)[CH2:25][CH2:26][N:27]([C:32]([NH2:33])=[O:31])[CH2:28][CH2:29]1, predict the reactants needed to synthesize it. (4) Given the product [CH3:10][C@H:9]1[CH2:12][NH:1][C:2]2[C:3](=[CH:4][CH:5]=[CH:6][CH:7]=2)[NH:8]1, predict the reactants needed to synthesize it. The reactants are: [NH2:1][C:2]1[CH:7]=[CH:6][CH:5]=[CH:4][C:3]=1[NH:8][C@@H:9]([CH3:12])[CH2:10]O.C1(P(C2C=CC=CC=2)C2C=CC=CC=2)C=CC=CC=1.C(Br)(Br)(Br)Br.C(N(CC)CC)C.N=[PH3]. (5) Given the product [C:6]1([CH2:2][C:3]([O:5][CH3:17])=[O:4])[CH:11]=[CH:10][CH:9]=[CH:8][CH:7]=1, predict the reactants needed to synthesize it. The reactants are: C[CH:2]([C:6]1[CH:11]=[CH:10][CH:9]=[CH:8][CH:7]=1)[C:3]([O-:5])=[O:4].S(=O)(=O)(O)O.[C:17]([O-])(O)=O.[Na+]. (6) Given the product [NH2:23][CH:3]1[CH:2]([OH:1])[CH2:13][C@@H:12]([CH3:14])[C:11](=[O:15])[O:10][CH2:9][C@@H:8]([C:16]2[CH:17]=[CH:18][CH:19]=[CH:20][CH:21]=2)[NH:7][C:6](=[O:22])[CH2:5][CH2:4]1, predict the reactants needed to synthesize it. The reactants are: [OH:1][CH:2]1[CH2:13][C@@H:12]([CH3:14])[C:11](=[O:15])[O:10][CH2:9][C@@H:8]([C:16]2[CH:21]=[CH:20][CH:19]=[CH:18][CH:17]=2)[NH:7][C:6](=[O:22])[CH2:5][CH2:4][CH:3]1[NH:23]C(=O)OC(C)(C)C.C([SiH](CC)CC)C.C(O)(C(F)(F)F)=O. (7) Given the product [C:13]([O:17][C:18]([NH:20][C@@H:21]1[CH2:26][CH2:25][CH2:24][N:23]([C:27]2[N:28]([CH2:54][C:55]3[CH:60]=[CH:59][CH:58]=[CH:57][C:56]=3[Cl:61])[C:29]3[C:34](=[O:35])[N:33]([CH3:36])[C:32]4=[C:37]([C:49]([O:51][CH3:52])=[O:50])[NH:38][N:39]=[C:31]4[C:30]=3[N:53]=2)[CH2:22]1)=[O:19])([CH3:16])([CH3:14])[CH3:15], predict the reactants needed to synthesize it. The reactants are: FC(F)(F)C(O)=O.S(=O)(=O)(O)O.[C:13]([O:17][C:18]([NH:20][C@@H:21]1[CH2:26][CH2:25][CH2:24][N:23]([C:27]2[N:28]([CH2:54][C:55]3[CH:60]=[CH:59][CH:58]=[CH:57][C:56]=3[Cl:61])[C:29]3[C:34](=[O:35])[N:33]([CH3:36])[C:32]4=[C:37]([C:49]([O:51][CH3:52])=[O:50])[N:38](CC5C=CC(OC)=CC=5)[N:39]=[C:31]4[C:30]=3[N:53]=2)[CH2:22]1)=[O:19])([CH3:16])([CH3:15])[CH3:14]. (8) The reactants are: C(OC([NH:8][C:9]1[C:10]([CH3:21])=[N:11][C:12]([O:16][CH2:17][C:18]([OH:20])=O)=[N:13][C:14]=1[CH3:15])=O)(C)(C)C.[CH3:22][NH:23][CH:24]1[CH2:29][CH2:28][N:27]([CH2:30][C:31]2[CH:36]=[CH:35][C:34]([C:37]([F:40])([F:39])[F:38])=[CH:33][CH:32]=2)[CH2:26][CH2:25]1. Given the product [NH2:8][C:9]1[C:14]([CH3:15])=[N:13][C:12]([O:16][CH2:17][C:18]([N:23]([CH3:22])[CH:24]2[CH2:29][CH2:28][N:27]([CH2:30][C:31]3[CH:36]=[CH:35][C:34]([C:37]([F:40])([F:38])[F:39])=[CH:33][CH:32]=3)[CH2:26][CH2:25]2)=[O:20])=[N:11][C:10]=1[CH3:21], predict the reactants needed to synthesize it. (9) Given the product [NH2:9][C:10]1[C:15]([Cl:16])=[CH:14][C:13]([Br:1])=[C:12]([C:17]([F:20])([F:18])[F:19])[CH:11]=1, predict the reactants needed to synthesize it. The reactants are: [Br:1]N1C(=O)CCC1=O.[NH2:9][C:10]1[CH:11]=[C:12]([C:17]([F:20])([F:19])[F:18])[CH:13]=[CH:14][C:15]=1[Cl:16].